Predict the reaction yield, written as a fraction of the theoretical maximum amount of product (1.0 means a 100% yield; for example, 0.34 means a 34% yield). From a dataset of Reaction yield outcomes from USPTO patents with 853,638 reactions. (1) The yield is 0.600. The reactants are Br[C:2]1[CH:3]=[CH:4][C:5]([C:8]2[CH:13]=[CH:12][CH:11]=[CH:10][CH:9]=2)=[N:6][CH:7]=1.[Li]CCCC.Cl[Si:20]([C:33]1[CH:38]=[CH:37][CH:36]=[CH:35][CH:34]=1)([C:27]1[CH:32]=[CH:31][CH:30]=[CH:29][CH:28]=1)[C:21]1[CH:26]=[CH:25][CH:24]=[CH:23][CH:22]=1. The product is [C:8]1([C:5]2[CH:4]=[CH:3][C:2]([Si:20]([C:27]3[CH:28]=[CH:29][CH:30]=[CH:31][CH:32]=3)([C:33]3[CH:38]=[CH:37][CH:36]=[CH:35][CH:34]=3)[C:21]3[CH:22]=[CH:23][CH:24]=[CH:25][CH:26]=3)=[CH:7][N:6]=2)[CH:13]=[CH:12][CH:11]=[CH:10][CH:9]=1. The catalyst is C1COCC1. (2) The reactants are O=P(Cl)(Cl)Cl.[CH3:6][N:7]1[C:15]2[C:10](=[CH:11][CH:12]=[CH:13][CH:14]=2)[CH:9]=[C:8]1[CH3:16].[OH-].[Na+].CN([CH:22]=[O:23])C. The catalyst is O. The product is [CH3:6][N:7]1[C:15]2[C:10](=[CH:11][CH:12]=[CH:13][CH:14]=2)[C:9]([CH:22]=[O:23])=[C:8]1[CH3:16]. The yield is 0.970. (3) The reactants are C[O:2][C:3](=[O:49])[CH2:4][C@H:5]([OH:48])[CH2:6][C@H:7]([OH:47])[CH2:8][CH2:9][C:10]1[N:11]([CH:44]([CH3:46])[CH3:45])[C:12]([C:28](=[O:43])[NH:29][CH2:30][C:31]2[CH:36]=[CH:35][C:34]([C:37]([O:39][CH:40]([CH3:42])[CH3:41])=[O:38])=[CH:33][CH:32]=2)=[C:13]([C:22]2[CH:27]=[CH:26][CH:25]=[CH:24][CH:23]=2)[C:14]=1[C:15]1[CH:20]=[CH:19][C:18]([F:21])=[CH:17][CH:16]=1.C(O)C.O.[OH-].[Na+:55]. The catalyst is CO.C(Cl)Cl. The product is [Na+:55].[F:21][C:18]1[CH:19]=[CH:20][C:15]([C:14]2[C:13]([C:22]3[CH:23]=[CH:24][CH:25]=[CH:26][CH:27]=3)=[C:12]([C:28](=[O:43])[NH:29][CH2:30][C:31]3[CH:36]=[CH:35][C:34]([C:37]([O:39][CH:40]([CH3:42])[CH3:41])=[O:38])=[CH:33][CH:32]=3)[N:11]([CH:44]([CH3:45])[CH3:46])[C:10]=2[CH2:9][CH2:8][C@@H:7]([OH:47])[CH2:6][C@@H:5]([OH:48])[CH2:4][C:3]([O-:49])=[O:2])=[CH:16][CH:17]=1. The yield is 0.990.